Dataset: Peptide-MHC class I binding affinity with 185,985 pairs from IEDB/IMGT. Task: Regression. Given a peptide amino acid sequence and an MHC pseudo amino acid sequence, predict their binding affinity value. This is MHC class I binding data. The peptide sequence is GTSGLELTF. The MHC is HLA-A24:02 with pseudo-sequence HLA-A24:02. The binding affinity (normalized) is 0.224.